Dataset: Experimentally validated miRNA-target interactions with 360,000+ pairs, plus equal number of negative samples. Task: Binary Classification. Given a miRNA mature sequence and a target amino acid sequence, predict their likelihood of interaction. (1) The protein sequence of the target gene is MQLFVRAQELHTFEVTGQETVAQIKAHVASLEGIAPEDQVVLLAGAPLEDEATLGQCGVEALTTLEVAGRMLGG. Result: 0 (no interaction). The miRNA is mmu-miR-8118 with sequence GACAAACAUGACUAUGCUGACA. (2) The miRNA is hsa-miR-449c-3p with sequence UUGCUAGUUGCACUCCUCUCUGU. The protein sequence of the target gene is MNRSANPEAASSTSHVKFDLGKSVDISSTDTKDGGTARSPLEPADKSDTTESKSESGSDSRSEEDKESPASIKEIKAETPQPKDRPGVQIKLSWSQKIKSWTAKKKRKLYQLVIDIIMMNRVCKMFRQGLRGFREYQIIEPVHKKHPDFSFWDKKKQGRISFVTEDFAAQEGHFPPRAISITQKKPSWRTHQEIQDLCNILQALDCYRSYTESLQLLLAKVIRFERFGRRRVIVKKGQMGNSFYFIYLGTVAITEDEDGSSAFLDPHPTLLHRGGSFGEMGLLSTTVRSATVVCMEETEF.... Result: 0 (no interaction).